This data is from Reaction yield outcomes from USPTO patents with 853,638 reactions. The task is: Predict the reaction yield, written as a fraction of the theoretical maximum amount of product (1.0 means a 100% yield; for example, 0.34 means a 34% yield). (1) The reactants are [CH3:1][O:2][CH2:3][CH2:4][O:5][CH2:6][CH2:7][O:8][CH2:9][CH2:10][O:11][CH2:12][CH2:13][CH2:14][CH2:15][CH2:16][CH2:17][CH2:18][CH2:19][CH2:20][CH2:21][CH2:22][S:23]C(=O)C.Cl. No catalyst specified. The product is [CH3:1][O:2][CH2:3][CH2:4][O:5][CH2:6][CH2:7][O:8][CH2:9][CH2:10][O:11][CH2:12][CH2:13][CH2:14][CH2:15][CH2:16][CH2:17][CH2:18][CH2:19][CH2:20][CH2:21][CH2:22][SH:23]. The yield is 0.980. (2) The product is [F:1][CH2:2][CH2:3][CH2:4][O:5][C:6]1[CH:14]=[C:13]2[C:9]([CH2:10][C:11]3([C:12]42[NH:25][C:24](=[S:26])[C:23]([CH3:27])=[N:15]4)[CH2:16][CH2:17][CH:18]([OH:21])[CH2:19][CH2:20]3)=[CH:8][CH:7]=1. The yield is 0.360. The catalyst is CO. The reactants are [F:1][CH2:2][CH2:3][CH2:4][O:5][C:6]1[CH:14]=[C:13]2[C:9]([CH2:10][C:11]3([CH2:20][CH2:19][CH:18]([OH:21])[CH2:17][CH2:16]3)[C:12]2=[NH:15])=[CH:8][CH:7]=1.O=[C:23]([CH3:27])[C:24](=[S:26])[NH2:25]. (3) The reactants are Cl[C:2]1[C:11]([O:12][CH3:13])=[N:10][C:9]2[C:4](=[CH:5][CH:6]=[C:7]([O:14][CH3:15])[CH:8]=2)[N:3]=1.[CH3:16][O:17][C:18]1[CH:25]=[C:24]([O:26][CH3:27])[CH:23]=[CH:22][C:19]=1[CH2:20][NH2:21].O. The catalyst is CS(C)=O. The product is [CH3:13][O:12][C:11]1[C:2]([NH:21][CH2:20][C:19]2[CH:22]=[CH:23][C:24]([O:26][CH3:27])=[CH:25][C:18]=2[O:17][CH3:16])=[N:3][C:4]2[C:9]([N:10]=1)=[CH:8][C:7]([O:14][CH3:15])=[CH:6][CH:5]=2. The yield is 0.770. (4) The reactants are [Br:1][C:2]1[CH:3]=[C:4]2[C:10]([CH3:11])=[CH:9][N:8](S(C3C=CC(C)=CC=3)(=O)=O)[C:5]2=[N:6][CH:7]=1.[OH-].[Na+]. The catalyst is CO. The product is [Br:1][C:2]1[CH:3]=[C:4]2[C:10]([CH3:11])=[CH:9][NH:8][C:5]2=[N:6][CH:7]=1. The yield is 0.985. (5) The reactants are Cl[CH:2]([C:14]1[CH:19]=[CH:18][CH:17]=[CH:16][CH:15]=1)[C:3]([C:5]1[C:13]2[C:8](=[CH:9][CH:10]=[CH:11][CH:12]=2)[NH:7][CH:6]=1)=[O:4].[NH2:20][C:21]1[CH:22]=[C:23]([O:29][CH3:30])[C:24]([O:27][CH3:28])=[CH:25][CH:26]=1.C(N(CC)CC)C. The catalyst is CN(C=O)C. The product is [CH3:30][O:29][C:23]1[CH:22]=[C:21]([NH:20][CH:2]([C:14]2[CH:19]=[CH:18][CH:17]=[CH:16][CH:15]=2)[C:3]([C:5]2[C:13]3[C:8](=[CH:9][CH:10]=[CH:11][CH:12]=3)[NH:7][CH:6]=2)=[O:4])[CH:26]=[CH:25][C:24]=1[O:27][CH3:28]. The yield is 0.0800.